Dataset: Full USPTO retrosynthesis dataset with 1.9M reactions from patents (1976-2016). Task: Predict the reactants needed to synthesize the given product. (1) The reactants are: [NH:1]1[CH:5]=[CH:4][N:3]=[N:2]1.[H-].[Na+].[S:8]1[C:12]2[CH:13]=[CH:14][CH:15]=[CH:16][C:11]=2[N:10]=[C:9]1[CH:17]([O:32][CH:33]1[CH2:38][CH2:37][N:36]([CH3:39])[CH2:35][CH2:34]1)[C:18]1[CH:19]=[C:20]([S:24][CH2:25][CH2:26]OS(C)(=O)=O)[CH:21]=[CH:22][CH:23]=1.O. Given the product [CH3:39][N:36]1[CH2:37][CH2:38][CH:33]([O:32][CH:17]([C:18]2[CH:23]=[CH:22][CH:21]=[C:20]([S:24][CH2:25][CH2:26][N:2]3[N:3]=[CH:4][CH:5]=[N:1]3)[CH:19]=2)[C:9]2[S:8][C:12]3[CH:13]=[CH:14][CH:15]=[CH:16][C:11]=3[N:10]=2)[CH2:34][CH2:35]1, predict the reactants needed to synthesize it. (2) Given the product [Br:22][C:12]1[N:4]2[C:5]3[C:10]([N:11]=[C:2]([Cl:1])[C:3]2=[N:14][CH:13]=1)=[CH:9][CH:8]=[CH:7][CH:6]=3, predict the reactants needed to synthesize it. The reactants are: [Cl:1][C:2]1[C:3]2[N:4]([CH:12]=[CH:13][N:14]=2)[C:5]2[C:10]([N:11]=1)=[CH:9][CH:8]=[CH:7][CH:6]=2.C1C(=O)N([Br:22])C(=O)C1.